Dataset: Catalyst prediction with 721,799 reactions and 888 catalyst types from USPTO. Task: Predict which catalyst facilitates the given reaction. (1) Reactant: [Cl:1][C:2]1[C:3]([N:24]2[CH2:29][CH2:28][CH2:27][C@H:26]([NH:30]C(=O)OC(C)(C)C)[CH2:25]2)=[N:4][C:5]([N:8]2[C:16]3[CH:15]=[C:14]([C:17]4[CH:22]=[N:21][CH:20]=[C:19]([CH3:23])[N:18]=4)[N:13]=[CH:12][C:11]=3[CH:10]=[N:9]2)=[CH:6][N:7]=1.FC(F)(F)C(O)=O. Product: [Cl:1][C:2]1[C:3]([N:24]2[CH2:29][CH2:28][CH2:27][C@H:26]([NH2:30])[CH2:25]2)=[N:4][C:5]([N:8]2[C:16]3[CH:15]=[C:14]([C:17]4[CH:22]=[N:21][CH:20]=[C:19]([CH3:23])[N:18]=4)[N:13]=[CH:12][C:11]=3[CH:10]=[N:9]2)=[CH:6][N:7]=1. The catalyst class is: 4. (2) Reactant: [C:1]([O:5][C:6](=[O:35])[CH2:7][O:8][C:9]1[C:18]2[CH2:17][CH2:16][CH2:15][C@@H:14]([N:19]([S:21]([C:24]3[CH:29]=[C:28]([C:30]([F:33])([F:32])[F:31])[CH:27]=[C:26](F)[CH:25]=3)(=[O:23])=[O:22])[CH3:20])[C:13]=2[CH:12]=[CH:11][CH:10]=1)([CH3:4])([CH3:3])[CH3:2].[NH:36]1[CH2:40][CH2:39][CH2:38][CH2:37]1.O. The catalyst class is: 16. Product: [C:1]([O:5][C:6](=[O:35])[CH2:7][O:8][C:9]1[C:18]2[CH2:17][CH2:16][CH2:15][C@@H:14]([N:19]([CH3:20])[S:21]([C:24]3[CH:29]=[C:28]([C:30]([F:32])([F:33])[F:31])[CH:27]=[C:26]([N:36]4[CH2:40][CH2:39][CH2:38][CH2:37]4)[CH:25]=3)(=[O:22])=[O:23])[C:13]=2[CH:12]=[CH:11][CH:10]=1)([CH3:2])([CH3:3])[CH3:4]. (3) Reactant: [Cl:1][C:2]1[N:7]=[C:6]([N:8]2[CH2:13][CH2:12][CH:11]([C:14]([O:16][CH3:17])=[O:15])[CH2:10][CH2:9]2)[CH:5]=[CH:4][C:3]=1[I:18].[Cl:19]C1CC(=O)NC1=O. Product: [Cl:19][C:5]1[C:6]([N:8]2[CH2:13][CH2:12][CH:11]([C:14]([O:16][CH3:17])=[O:15])[CH2:10][CH2:9]2)=[N:7][C:2]([Cl:1])=[C:3]([I:18])[CH:4]=1. The catalyst class is: 23. (4) Reactant: Cl[C:2]1[N:7]=[C:6]([NH:8][C@@H:9]2[C:17]3[C:12](=[CH:13][CH:14]=[CH:15][CH:16]=3)[CH2:11][CH2:10]2)[CH:5]=[C:4]([CH3:18])[N:3]=1.[H][H]. Product: [C@@H:9]1([NH:8][C:6]2[CH:5]=[C:4]([CH3:18])[N:3]=[CH:2][N:7]=2)[C:17]2[C:12](=[CH:13][CH:14]=[CH:15][CH:16]=2)[CH2:11][CH2:10]1. The catalyst class is: 29. (5) Reactant: CS(C1SC2C=CC=CC=2N=1)=O.[N:13]1[C:21]2[C:16](=[N:17][CH:18]=[CH:19][CH:20]=2)[N:15]([CH2:22][C:23]2[CH:35]=[CH:34][C:26]3[N:27]=[C:28](S(C)(=O)=O)[S:29][C:25]=3[CH:24]=2)[CH:14]=1.[NH2:36][CH2:37][C:38]1([OH:44])[CH2:43][CH2:42][CH2:41][CH2:40][CH2:39]1.CCN(C(C)C)C(C)C. Product: [N:13]1[C:21]2[C:16](=[N:17][CH:18]=[CH:19][CH:20]=2)[N:15]([CH2:22][C:23]2[CH:35]=[CH:34][C:26]3[N:27]=[C:28]([NH:36][CH2:37][C:38]4([OH:44])[CH2:43][CH2:42][CH2:41][CH2:40][CH2:39]4)[S:29][C:25]=3[CH:24]=2)[CH:14]=1. The catalyst class is: 44. (6) Reactant: [Br:1][C:2]1[CH:3]=[CH:4][C:5]([CH3:9])=[C:6]([CH:8]=1)[NH2:7].Br[CH2:11][CH:12]([CH3:14])[CH3:13].[I-].[Na+].C(=O)([O-])[O-].[K+].[K+]. Product: [Br:1][C:2]1[CH:3]=[CH:4][C:5]([CH3:9])=[C:6]([CH:8]=1)[NH:7][CH2:11][CH:12]([CH3:14])[CH3:13]. The catalyst class is: 18. (7) Reactant: [CH2:1]([N:3]([CH2:36][CH3:37])[CH2:4][CH2:5][CH2:6][NH:7][C:8]1[N:9]=[C:10]([C:27]2[CH:35]=[CH:34][C:30]([C:31](O)=[O:32])=[CH:29][CH:28]=2)[C:11]2[CH:17]=[CH:16][C:15](=[O:18])[N:14]([C:19]3[C:24]([F:25])=[CH:23][CH:22]=[CH:21][C:20]=3[F:26])[C:12]=2[N:13]=1)[CH3:2].CN(C(O[N:53]1N=[N:53][C:48]2[CH:49]=[CH:50][CH:50]=[CH:49][C:48]1=2)=[N+](C)C)C.F[P-](F)(F)(F)(F)F.C(N(CC)CC)C.C1(N)CC1. Product: [CH:48]1([NH:53][C:31](=[O:32])[C:30]2[CH:34]=[CH:35][C:27]([C:10]3[C:11]4[CH:17]=[CH:16][C:15](=[O:18])[N:14]([C:19]5[C:20]([F:26])=[CH:21][CH:22]=[CH:23][C:24]=5[F:25])[C:12]=4[N:13]=[C:8]([NH:7][CH2:6][CH2:5][CH2:4][N:3]([CH2:36][CH3:37])[CH2:1][CH3:2])[N:9]=3)=[CH:28][CH:29]=2)[CH2:50][CH2:49]1. The catalyst class is: 3. (8) Reactant: [CH3:1][O:2][C:3]([C:5]1[CH:6]=[C:7]2[C:12](=[CH:13][CH:14]=1)[NH:11][CH:10]([C:15]1[CH:20]=[CH:19][C:18]([N+:21]([O-])=O)=[CH:17][CH:16]=1)[C:9]([CH3:25])([CH3:24])[CH2:8]2)=[O:4]. Product: [NH2:21][C:18]1[CH:17]=[CH:16][C:15]([CH:10]2[C:9]([CH3:24])([CH3:25])[CH2:8][C:7]3[C:12](=[CH:13][CH:14]=[C:5]([C:3]([O:2][CH3:1])=[O:4])[CH:6]=3)[NH:11]2)=[CH:20][CH:19]=1. The catalyst class is: 406. (9) Reactant: O.[OH-].[Li+].C[O:5][C:6]([C:8]1[CH:13]=[CH:12][C:11](=[O:14])[N:10]([C:15]2[CH:20]=[CH:19][CH:18]=[CH:17][CH:16]=2)[CH:9]=1)=[O:7].O1CCCC1. Product: [O:14]=[C:11]1[N:10]([C:15]2[CH:16]=[CH:17][CH:18]=[CH:19][CH:20]=2)[CH:9]=[C:8]([C:6]([OH:7])=[O:5])[CH:13]=[CH:12]1. The catalyst class is: 6.